From a dataset of Full USPTO retrosynthesis dataset with 1.9M reactions from patents (1976-2016). Predict the reactants needed to synthesize the given product. (1) Given the product [NH3:7].[CH3:19][O:18][C:17]1[C:3]([O:2][CH3:1])=[CH:4][C:5]2[NH:9][C:8]([C:10]3[C:14]([NH:15][C:32]([CH:33]4[CH2:34][CH2:29][CH2:46][N:45]([CH3:44])[CH2:47]4)=[O:42])=[CH:13][NH:12][N:11]=3)=[N:7][C:6]=2[CH:16]=1, predict the reactants needed to synthesize it. The reactants are: [CH3:1][O:2][C:3]1[C:17]([O:18][CH3:19])=[CH:16][C:6]2[NH:7][C:8]([C:10]3[C:14]([NH2:15])=[CH:13][NH:12][N:11]=3)=[N:9][C:5]=2[CH:4]=1.CN(C(ON1N=NC2C=[CH:32][CH:33]=[CH:34][C:29]1=2)=[N+](C)C)C.[B-](F)(F)(F)F.[OH-:42].[Na+].[CH3:44][N:45]([CH:47]=O)[CH3:46]. (2) Given the product [NH2:17][C:18]1[C:19]2[C:26]([C:7]3[NH:6][CH:10]=[CH:9][N:8]=3)=[CH:25][N:24]([C@@H:28]3[O:48][C@H:47]([CH2:49][OH:50])[C@@H:38]([OH:39])[C@H:29]3[OH:30])[C:20]=2[N:21]=[CH:22][N:23]=1, predict the reactants needed to synthesize it. The reactants are: CN(C)S([N:6]1[CH:10]=[CH:9][N:8]=[CH:7]1)(=O)=O.C([Li])CCC.[NH2:17][C:18]1[C:19]2[C:26](I)=[CH:25][N:24]([C@@H:28]3[O:48][C@H:47]([CH2:49][O:50][Si](C(C)(C)C)(C)C)[C@@H:38]([O:39][Si](C(C)(C)C)(C)C)[C@H:29]3[O:30][Si](C(C)(C)C)(C)C)[C:20]=2[N:21]=[CH:22][N:23]=1.N1C=CN=C1. (3) Given the product [C:7]([O:11][C:12](=[O:21])[NH:13][C@@H:14]([CH2:17][NH:18][CH3:19])[CH2:15][CH3:16])([CH3:8])([CH3:10])[CH3:9], predict the reactants needed to synthesize it. The reactants are: [H-].[Al+3].[Li+].[H-].[H-].[H-].[C:7]([O:11][C:12](=[O:21])[NH:13][C@@H:14]([CH2:17][NH:18][CH:19]=O)[CH2:15][CH3:16])([CH3:10])([CH3:9])[CH3:8].[OH-].[Na+].O. (4) Given the product [CH3:1][O:2][C:3]1[CH:4]=[C:5]([CH:11]([N:16]2[C:24](=[O:25])[C:23]3[C:18](=[CH:19][CH:20]=[CH:21][C:22]=3[N:26]([S:36]([CH3:35])(=[O:38])=[O:37])[S:36]([CH3:35])(=[O:38])=[O:37])[C:17]2=[O:27])[CH2:12][C:13](=[O:15])[CH3:14])[CH:6]=[CH:7][C:8]=1[O:9][CH3:10], predict the reactants needed to synthesize it. The reactants are: [CH3:1][O:2][C:3]1[CH:4]=[C:5]([CH:11]([N:16]2[C:24](=[O:25])[C:23]3[C:18](=[CH:19][CH:20]=[CH:21][C:22]=3[NH2:26])[C:17]2=[O:27])[CH2:12][C:13](=[O:15])[CH3:14])[CH:6]=[CH:7][C:8]=1[O:9][CH3:10].C(N(CC)CC)C.[CH3:35][S:36](Cl)(=[O:38])=[O:37]. (5) Given the product [Cl:1][C:2]1[CH:3]=[C:4]([CH:9]2[CH:15]([CH2:16][O:17][S:33]([CH3:32])(=[O:35])=[O:34])[O:14][CH2:13][CH2:12][N:11]([C:18]([O:20][C:21]([CH3:24])([CH3:23])[CH3:22])=[O:19])[CH2:10]2)[CH:5]=[CH:6][C:7]=1[Cl:8], predict the reactants needed to synthesize it. The reactants are: [Cl:1][C:2]1[CH:3]=[C:4]([CH:9]2[CH:15]([CH2:16][OH:17])[O:14][CH2:13][CH2:12][N:11]([C:18]([O:20][C:21]([CH3:24])([CH3:23])[CH3:22])=[O:19])[CH2:10]2)[CH:5]=[CH:6][C:7]=1[Cl:8].C(N(CC)CC)C.[CH3:32][S:33](Cl)(=[O:35])=[O:34].O. (6) Given the product [CH2:1]([CH:8]1[CH2:12][O:11][C:10](=[O:13])[N:9]1[C:14](=[O:19])[C@H:15]([CH2:29][C:30]1[C:31]([Cl:39])=[CH:32][C:33]([O:37][CH3:38])=[CH:34][C:35]=1[Cl:36])[CH2:16][CH:17]=[CH2:18])[C:2]1[CH:3]=[CH:4][CH:5]=[CH:6][CH:7]=1, predict the reactants needed to synthesize it. The reactants are: [CH2:1]([C@@H:8]1[CH2:12][O:11][C:10](=[O:13])[N:9]1[C:14](=[O:19])[CH2:15][CH2:16][CH:17]=[CH2:18])[C:2]1[CH:7]=[CH:6][CH:5]=[CH:4][CH:3]=1.[Li+].CC([N-]C(C)C)C.Br[CH2:29][C:30]1[C:35]([Cl:36])=[CH:34][C:33]([O:37][CH3:38])=[CH:32][C:31]=1[Cl:39]. (7) Given the product [OH:24][CH2:19][CH2:18][CH2:17][CH2:16][CH2:15][CH2:14][CH2:13][CH2:2][CH2:3][CH:4]=[CH:5][CH2:6][CH2:7][CH2:8][CH2:9][C:10]([OH:12])=[O:11], predict the reactants needed to synthesize it. The reactants are: O[CH:2]([CH:13](O)[CH2:14][CH:15](O)[CH2:16][CH2:17][CH2:18][CH2:19]CC)[CH2:3][CH2:4][CH2:5][CH2:6][CH2:7][CH2:8][CH2:9][C:10]([OH:12])=[O:11].[OH:24]C(O)(CCCCCCCCCCCCCC)C(O)(O)C(O)(O)C(O)=O.OC(O)(CCCCCCCCCCCCC)C(O)(O)C(O)(O)C(O)(O)C(O)=O.